From a dataset of Catalyst prediction with 721,799 reactions and 888 catalyst types from USPTO. Predict which catalyst facilitates the given reaction. (1) Reactant: [N:1](/[C:4](=[CH:9]\[C:10]1[S:14][CH:13]=[N:12][CH:11]=1)/[C:5]([O:7][CH3:8])=[O:6])=[N+]=[N-].C(Cl)Cl. Product: [S:14]1[C:10]2[CH:9]=[C:4]([C:5]([O:7][CH3:8])=[O:6])[NH:1][C:11]=2[N:12]=[CH:13]1. The catalyst class is: 11. (2) Reactant: [Cu][C:2]#[N:3].[C:4]([O:7][C@H:8]1[C@@H:12]([O:13][C:14](=[O:16])[CH3:15])[C@H:11]([N:17]2[CH:25]=[N:24][C:23]3[C:18]2=[N:19][C:20](Cl)=[N:21][C:22]=3[Cl:26])[O:10][C@@H:9]1[CH2:28][O:29][C:30](=[O:32])[CH3:31])(=[O:6])[CH3:5]. Product: [C:4]([O:7][C@H:8]1[C@@H:12]([O:13][C:14](=[O:16])[CH3:15])[C@H:11]([N:17]2[CH:25]=[N:24][C:23]3[C:18]2=[N:19][C:20]([C:2]#[N:3])=[N:21][C:22]=3[Cl:26])[O:10][C@@H:9]1[CH2:28][O:29][C:30](=[O:32])[CH3:31])(=[O:6])[CH3:5]. The catalyst class is: 6. (3) Reactant: C([O:3][C:4]([C:6]1[NH:7][C:8]2[C:13]([C:14]=1[C:15](=[O:17])[CH3:16])=[CH:12][CH:11]=[CH:10][CH:9]=2)=[O:5])C.C([O:20][C:21]([C:23]1[NH:24][C:25]2[C:30]([CH:31]=1)=[CH:29][C:28]([C:32](=[O:34])[CH3:33])=[CH:27][CH:26]=2)=[O:22])C.[OH-].[K+].Cl. Product: [C:15]([C:14]1[C:13]2[C:8](=[CH:9][CH:10]=[CH:11][CH:12]=2)[NH:7][C:6]=1[C:4]([OH:5])=[O:3])(=[O:17])[CH3:16].[C:32]([C:28]1[CH:29]=[C:30]2[C:25](=[CH:26][CH:27]=1)[NH:24][C:23]([C:21]([OH:22])=[O:20])=[CH:31]2)(=[O:34])[CH3:33]. The catalyst class is: 8. (4) Reactant: C([CH:3]([C:11]1[CH:16]=[C:15]([CH3:17])[CH:14]=[CH:13][N:12]=1)[C:4]1[CH:9]=[CH:8][C:7]([F:10])=[CH:6][CH:5]=1)#N.C(=O)([O-])[O-:19].[K+].[K+]. Product: [F:10][C:7]1[CH:8]=[CH:9][C:4]([C:3]([C:11]2[CH:16]=[C:15]([CH3:17])[CH:14]=[CH:13][N:12]=2)=[O:19])=[CH:5][CH:6]=1. The catalyst class is: 6. (5) Reactant: [Cl:1][C:2]1[CH:7]=[CH:6][C:5]([CH:8]([NH:15][C:16](=[O:36])[CH2:17][C:18]2[CH:19]=[CH:20][C:21]([OH:35])=[C:22]([NH:24][C:25](=O)[C:26]3[C:31]([CH3:32])=[CH:30][CH:29]=[N:28][C:27]=3[CH3:33])[CH:23]=2)[C:9]2[CH:14]=[CH:13][CH:12]=[CH:11][CH:10]=2)=[C:4]([CH3:37])[CH:3]=1.CC1C=CC(S(O)(=O)=O)=CC=1.O. Product: [Cl:1][C:2]1[CH:7]=[CH:6][C:5]([CH:8]([C:9]2[CH:10]=[CH:11][CH:12]=[CH:13][CH:14]=2)[NH:15][C:16](=[O:36])[CH2:17][C:18]2[CH:19]=[CH:20][C:21]3[O:35][C:25]([C:26]4[C:27]([CH3:33])=[N:28][CH:29]=[CH:30][C:31]=4[CH3:32])=[N:24][C:22]=3[CH:23]=2)=[C:4]([CH3:37])[CH:3]=1. The catalyst class is: 12. (6) Reactant: [NH2:1][C:2]1[C:7]([OH:8])=[C:6]([Cl:9])[CH:5]=[C:4]([F:10])[C:3]=1[N:11]1[C:15](=[O:16])[N:14]([CH2:17][CH2:18][CH2:19][F:20])[N:13]=[N:12]1.[CH:21](I)([CH3:23])[CH3:22].C(=O)([O-])[O-].[K+].[K+]. Product: [NH2:1][C:2]1[C:7]([O:8][CH:21]([CH3:23])[CH3:22])=[C:6]([Cl:9])[CH:5]=[C:4]([F:10])[C:3]=1[N:11]1[C:15](=[O:16])[N:14]([CH2:17][CH2:18][CH2:19][F:20])[N:13]=[N:12]1. The catalyst class is: 10.